Dataset: Reaction yield outcomes from USPTO patents with 853,638 reactions. Task: Predict the reaction yield, written as a fraction of the theoretical maximum amount of product (1.0 means a 100% yield; for example, 0.34 means a 34% yield). The catalyst is C1COCC1. The product is [F:1][C:2]1[C:15]([CH3:16])=[CH:14][C:5]([O:6][CH2:7][C:8]([OH:10])=[O:9])=[C:4]([CH3:17])[C:3]=1[NH:18][CH2:19][C:20]1[CH:25]=[C:24]([C:26]2[CH:31]=[CH:30][CH:29]=[C:28]([F:32])[CH:27]=2)[CH:23]=[CH:22][C:21]=1[F:33]. The reactants are [F:1][C:2]1[C:15]([CH3:16])=[CH:14][C:5]([O:6][CH2:7][C:8]([O:10]C(C)C)=[O:9])=[C:4]([CH3:17])[C:3]=1[NH:18][CH2:19][C:20]1[CH:25]=[C:24]([C:26]2[CH:31]=[CH:30][CH:29]=[C:28]([F:32])[CH:27]=2)[CH:23]=[CH:22][C:21]=1[F:33].[Li+].[OH-].O. The yield is 0.720.